This data is from Retrosynthesis with 50K atom-mapped reactions and 10 reaction types from USPTO. The task is: Predict the reactants needed to synthesize the given product. Given the product CC(C)[C@H](NS(=O)(=O)c1ccc2c(c1)oc1ccc(-c3cccnc3)cc12)C(=O)OC(C)(C)C, predict the reactants needed to synthesize it. The reactants are: CC(C)[C@H](NS(=O)(=O)c1ccc2c(c1)oc1ccc(Br)cc12)C(=O)OC(C)(C)C.OB(O)c1cccnc1.